This data is from Reaction yield outcomes from USPTO patents with 853,638 reactions. The task is: Predict the reaction yield, written as a fraction of the theoretical maximum amount of product (1.0 means a 100% yield; for example, 0.34 means a 34% yield). (1) The yield is 0.837. The reactants are [CH3:1][N:2]([CH2:4][CH2:5][CH2:6][C:7]1([C:18]2[CH:19]=[CH:20][C:21]([F:24])=[CH:22][CH:23]=2)[O:15][CH2:14][C:13]2[CH:12]=[C:11]([C:16]#[N:17])[CH:10]=[CH:9][C:8]1=2)[CH3:3].[BrH:25]. The catalyst is CC(C)=O. The product is [CH3:1][N:2]([CH2:4][CH2:5][CH2:6][C:7]1([C:18]2[CH:23]=[CH:22][C:21]([F:24])=[CH:20][CH:19]=2)[O:15][CH2:14][C:13]2[CH:12]=[C:11]([C:16]#[N:17])[CH:10]=[CH:9][C:8]1=2)[CH3:3].[BrH:25]. (2) The reactants are [Li]C1C=CC=CC=1.O(CCCC)CCCC.CC(P(C(C)(C)C)C1[C:27]([C:28]2[CH:33]=[CH:32][CH:31]=[CH:30][CH:29]=2)=CC=CC=1)(C)C.C(O[N:47]([CH2:55][C:56]1[CH:61]=[CH:60][CH:59]=[CH:58][CH:57]=1)[CH2:48][C:49]1[CH:54]=[CH:53][CH:52]=[CH:51]C=1)(=O)C1C=CC=CC=1. The catalyst is C1COCC1.[Cu]I. The product is [CH2:55]([N:47]([CH2:27][C:28]1[CH:29]=[CH:30][CH:31]=[CH:32][CH:33]=1)[C:48]1[CH:49]=[CH:54][CH:53]=[CH:52][CH:51]=1)[C:56]1[CH:57]=[CH:58][CH:59]=[CH:60][CH:61]=1. The yield is 0.870.